Binary Classification. Given a T-cell receptor sequence (or CDR3 region) and an epitope sequence, predict whether binding occurs between them. From a dataset of TCR-epitope binding with 47,182 pairs between 192 epitopes and 23,139 TCRs. (1) The epitope is FIAGLIAIV. The TCR CDR3 sequence is CASSYSIITEAFF. Result: 1 (the TCR binds to the epitope). (2) The epitope is TSNQVAVLY. The TCR CDR3 sequence is CASSQGLAGSYNEQFF. Result: 1 (the TCR binds to the epitope). (3) The epitope is GTSGSPIIDK. The TCR CDR3 sequence is CASSLEDGPIEQYF. Result: 0 (the TCR does not bind to the epitope). (4) The epitope is KPLEFGATSAAL. The TCR CDR3 sequence is CASSPDSLTLISSYNEQFF. Result: 1 (the TCR binds to the epitope). (5) The epitope is YVLDHLIVV. The TCR CDR3 sequence is CASTRLLGSADTQYF. Result: 1 (the TCR binds to the epitope). (6) The epitope is NLNESLIDL. The TCR CDR3 sequence is CASSQLSPLAGGLETQYF. Result: 0 (the TCR does not bind to the epitope). (7) The epitope is GTSGSPIINR. The TCR CDR3 sequence is CASSMGQGDYEQYF. Result: 1 (the TCR binds to the epitope). (8) The epitope is IPRRNVATL. The TCR CDR3 sequence is CASSQEGWGGHRNTEAFF. Result: 1 (the TCR binds to the epitope). (9) The epitope is SLVKPSFYV. The TCR CDR3 sequence is CASSLGVLTEAFF. Result: 0 (the TCR does not bind to the epitope).